Dataset: Forward reaction prediction with 1.9M reactions from USPTO patents (1976-2016). Task: Predict the product of the given reaction. (1) Given the reactants [Cl:1][C:2]1[CH:7]=[C:6]([Cl:8])[CH:5]=[C:4]([Cl:9])[C:3]=1[N:10]1[C:14]2=[N:15][C:16]([CH2:20][C:21]3[CH:26]=[CH:25][CH:24]=[C:23]([OH:27])[CH:22]=3)=[N:17][C:18](=[O:19])[C:13]2=[C:12]([CH:28]([CH3:30])[CH3:29])[NH:11]1.[CH2:31]=O.[CH3:33][NH:34][CH3:35].O, predict the reaction product. The product is: [Cl:1][C:2]1[CH:7]=[C:6]([Cl:8])[CH:5]=[C:4]([Cl:9])[C:3]=1[N:10]1[C:14]2=[N:15][C:16]([CH2:20][C:21]3[CH:26]=[CH:25][C:24]([CH2:33][N:34]([CH3:31])[CH3:35])=[C:23]([OH:27])[CH:22]=3)=[N:17][C:18](=[O:19])[C:13]2=[C:12]([CH:28]([CH3:30])[CH3:29])[NH:11]1. (2) Given the reactants [NH:1]1[CH2:5][CH2:4][C@H:3](/[CH:6]=[CH:7]/[C:8]2[CH:9]=[N:10][CH:11]=[N:12][CH:13]=2)[CH2:2]1.[C:14]([OH:24])(=[O:23])[C:15]1[NH:22][C:20](=[O:21])[NH:19][C:17](=[O:18])[CH:16]=1, predict the reaction product. The product is: [C:14]([OH:24])(=[O:23])[C:15]1[NH:22][C:20](=[O:21])[NH:19][C:17](=[O:18])[CH:16]=1.[NH:1]1[CH2:5][CH2:4][C@H:3](/[CH:6]=[CH:7]/[C:8]2[CH:13]=[N:12][CH:11]=[N:10][CH:9]=2)[CH2:2]1.